Task: Predict the reaction yield, written as a fraction of the theoretical maximum amount of product (1.0 means a 100% yield; for example, 0.34 means a 34% yield).. Dataset: Reaction yield outcomes from USPTO patents with 853,638 reactions The reactants are [CH:1]1([C@H:7]([NH:12][C:13]([C:15]2[C:24]([NH:25][C:26]([NH:28][C:29]3[C:34]([CH3:35])=[CH:33][C:32]([CH2:36][CH:37]=[CH2:38])=[CH:31][C:30]=3[CH3:39])=[O:27])=[CH:23][C:22]3[C:17](=[CH:18][CH:19]=[CH:20][CH:21]=3)[CH:16]=2)=[O:14])[C:8]([O:10][CH3:11])=[O:9])[CH2:6][CH2:5][CH2:4][CH2:3][CH2:2]1.[H][H]. The catalyst is C(OCC)(=O)C.[Pd]. The product is [CH:1]1([C@H:7]([NH:12][C:13]([C:15]2[C:24]([NH:25][C:26]([NH:28][C:29]3[C:34]([CH3:35])=[CH:33][C:32]([CH2:36][CH2:37][CH3:38])=[CH:31][C:30]=3[CH3:39])=[O:27])=[CH:23][C:22]3[C:17](=[CH:18][CH:19]=[CH:20][CH:21]=3)[CH:16]=2)=[O:14])[C:8]([O:10][CH3:11])=[O:9])[CH2:6][CH2:5][CH2:4][CH2:3][CH2:2]1. The yield is 0.830.